This data is from Forward reaction prediction with 1.9M reactions from USPTO patents (1976-2016). The task is: Predict the product of the given reaction. (1) Given the reactants CC1[O:7][CH:6]([CH3:8])[O:5][CH:4]([CH3:9])O1.[Na+].[I-:11].[C:12]([O:15][C:16]1C=[CH:20][CH:19]=[CH:18][C:17]=1C(Cl)=O)(=[O:14])[CH3:13], predict the reaction product. The product is: [C:12]([O:15][C:16]1[CH:17]=[CH:18][CH:19]=[CH:20][C:8]=1[C:6]([O:5][CH:4]([I:11])[CH3:9])=[O:7])(=[O:14])[CH3:13]. (2) The product is: [CH2:4]1[CH:8]2[CH:7]3[CH:3]4[CH2:4][CH:3]1[CH2:2][CH:1]1[CH:2]4[CH2:1][CH:11]([CH2:10][CH:9]12)[CH2:12]3. Given the reactants [C:1]1(=O)O[CH2:4][CH2:3][CH2:2]1.[C:7]1(OC)[CH:12]=[CH:11][CH:10]=[CH:9][CH:8]=1, predict the reaction product. (3) Given the reactants [NH2:1]/[C:2](/[CH:9]([CH2:12][CH3:13])[CH2:10][CH3:11])=[C:3](/[C:7]#[N:8])\[C:4](Cl)=O.C([O-])(O)=O.[Na+], predict the reaction product. The product is: [NH2:1]/[C:2](/[CH:9]([CH2:10][CH3:11])[CH2:12][CH3:13])=[C:3](\[C:7]#[N:8])/[CH3:4]. (4) Given the reactants [Cl:1][C:2]1[CH:7]=[C:6]([N+:8]([O-:10])=[O:9])[CH:5]=[C:4]([Cl:11])[C:3]=1F.C(=O)([O-])[O-].[K+].[K+].[C:19]1([SH:25])[CH:24]=[CH:23][CH:22]=[CH:21][CH:20]=1, predict the reaction product. The product is: [Cl:1][C:2]1[CH:7]=[C:6]([N+:8]([O-:10])=[O:9])[CH:5]=[C:4]([Cl:11])[C:3]=1[S:25][C:19]1[CH:24]=[CH:23][CH:22]=[CH:21][CH:20]=1. (5) Given the reactants [F-].[K+].IC1[CH:5]=[C:6]([N:10]2[CH2:15][CH2:14][N:13]([C:16]([O:18][C:19]([CH3:22])([CH3:21])[CH3:20])=[O:17])[CH2:12][CH2:11]2)[CH:7]=[CH:8][CH:9]=1.[F:23][C:24]([Si](C)(C)C)([F:26])[F:25].C[N:32](C=O)C, predict the reaction product. The product is: [C:19]([O:18][C:16]([N:13]1[CH2:12][CH2:11][N:10]([C:6]2[CH:5]=[N:32][CH:9]=[C:8]([C:24]([F:26])([F:25])[F:23])[CH:7]=2)[CH2:15][CH2:14]1)=[O:17])([CH3:20])([CH3:21])[CH3:22]. (6) Given the reactants [C:1]([O:5][C:6]([N:8]([C:22]([O:24][C:25]([CH3:28])([CH3:27])[CH3:26])=[O:23])[C@H:9]([C:15]([N:17]1[CH2:21][CH2:20][S:19][CH2:18]1)=[O:16])[CH2:10][CH2:11][C:12](=O)[OH:13])=[O:7])([CH3:4])([CH3:3])[CH3:2].CN1CCOCC1.ClC(OCC(C)C)=O.[BH4-].[Na+].C(OC(N(C(O)CCCC(C1NCCS1)=O)C(OC(C)(C)C)=O)=O)(C)(C)C, predict the reaction product. The product is: [C:1]([O:5][C:6]([N:8]([CH:9]([CH2:10][CH2:11][CH2:12][OH:13])[C:15]([N:17]1[CH2:21][CH2:20][S:19][CH2:18]1)=[O:16])[C:22]([O:24][C:25]([CH3:28])([CH3:27])[CH3:26])=[O:23])=[O:7])([CH3:4])([CH3:2])[CH3:3]. (7) Given the reactants N#N.Cl[C:4]1[N:5]=[N+:6]([O-:19])[C:7]2[C:16]([N:17]=1)=[CH:15][C:14]1[CH2:13][N:12]([CH3:18])[CH2:11][CH2:10][C:9]=1[CH:8]=2.[Sn](CC)(CC)(CC)[CH2:21][CH3:22], predict the reaction product. The product is: [CH2:21]([C:4]1[N:5]=[N+:6]([O-:19])[C:7]2[C:16]([N:17]=1)=[CH:15][C:14]1[CH2:13][N:12]([CH3:18])[CH2:11][CH2:10][C:9]=1[CH:8]=2)[CH3:22]. (8) Given the reactants [CH3:1][O:2][C:3]1[CH:4]=[C:5]2[C:10](=[CH:11][C:12]=1[O:13][CH3:14])[N:9]=[CH:8][N:7]=[C:6]2O.CN(C=O)C.S(Cl)([Cl:23])=O, predict the reaction product. The product is: [Cl:23][C:6]1[C:5]2[C:10](=[CH:11][C:12]([O:13][CH3:14])=[C:3]([O:2][CH3:1])[CH:4]=2)[N:9]=[CH:8][N:7]=1. (9) Given the reactants C([O:4][CH2:5][C:6]1[CH:7]=[C:8]2[C:12](=[CH:13][C:14]=1[Br:15])[N:11]([S:16]([C:19]1[CH:24]=[CH:23][CH:22]=[CH:21][CH:20]=1)(=[O:18])=[O:17])[CH:10]=[CH:9]2)(=O)C.C(=O)([O-])[O-].[K+].[K+].Cl, predict the reaction product. The product is: [C:19]1([S:16]([N:11]2[C:12]3[C:8](=[CH:7][C:6]([CH2:5][OH:4])=[C:14]([Br:15])[CH:13]=3)[CH:9]=[CH:10]2)(=[O:17])=[O:18])[CH:20]=[CH:21][CH:22]=[CH:23][CH:24]=1.